From a dataset of Forward reaction prediction with 1.9M reactions from USPTO patents (1976-2016). Predict the product of the given reaction. (1) Given the reactants [CH3:1][O:2][C:3]1[CH:4]=[C:5]2[C:10](=[CH:11][C:12]=1[O:13][CH3:14])[N:9]=[CH:8][N:7]=[C:6]2[O:15][C:16]1[CH:22]=[CH:21][C:19]([NH2:20])=[CH:18][CH:17]=1.[F:23][C:24]1[CH:29]=[C:28]([F:30])[CH:27]=[CH:26][C:25]=1[N:31]=[C:32]=[O:33], predict the reaction product. The product is: [F:23][C:24]1[CH:29]=[C:28]([F:30])[CH:27]=[CH:26][C:25]=1[NH:31][C:32]([NH:20][C:19]1[CH:21]=[CH:22][C:16]([O:15][C:6]2[C:5]3[C:10](=[CH:11][C:12]([O:13][CH3:14])=[C:3]([O:2][CH3:1])[CH:4]=3)[N:9]=[CH:8][N:7]=2)=[CH:17][CH:18]=1)=[O:33]. (2) Given the reactants [CH3:1][N:2]1[C:10]2[C:5](=[CH:6][CH:7]=[CH:8][CH:9]=2)[CH:4]=[CH:3]1.BrN1C(=O)CCC1=O.C(OB(OCC)OCC)C.B(O)O.Cl[C:33]1[CH:38]=[CH:37][N:36]=[C:35]([NH:39][CH:40]2[CH2:45][C:44]([CH3:47])([CH3:46])[NH:43][C:42]([CH3:49])([CH3:48])[CH2:41]2)[N:34]=1, predict the reaction product. The product is: [CH3:1][N:2]1[C:10]2[C:5](=[CH:6][CH:7]=[CH:8][CH:9]=2)[C:4]([C:37]2[CH:38]=[CH:33][N:34]=[C:35]([NH:39][CH:40]3[CH2:45][C:44]([CH3:47])([CH3:46])[NH:43][C:42]([CH3:49])([CH3:48])[CH2:41]3)[N:36]=2)=[CH:3]1. (3) Given the reactants [Br:1][C:2]1[CH:9]=[CH:8][C:5]([CH:6]=O)=[CH:4][CH:3]=1.[NH2:10][C:11]1[N:12]=[N:13][C:14]([CH3:17])=[CH:15][CH:16]=1.C(O[C:21](=[O:36])[C:22]([OH:35])=[CH:23][C:24]([C:26]1[CH:31]=[CH:30][C:29]([CH:32]([CH3:34])[CH3:33])=[CH:28][CH:27]=1)=[O:25])C, predict the reaction product. The product is: [Br:1][C:2]1[CH:9]=[CH:8][C:5]([CH:6]2[N:10]([C:11]3[N:12]=[N:13][C:14]([CH3:17])=[CH:15][CH:16]=3)[C:21](=[O:36])[C:22]([OH:35])=[C:23]2[C:24](=[O:25])[C:26]2[CH:27]=[CH:28][C:29]([CH:32]([CH3:33])[CH3:34])=[CH:30][CH:31]=2)=[CH:4][CH:3]=1. (4) Given the reactants [CH3:1][CH2:2][O:3][C:4]([CH:6]1[NH:10][CH:9]([C:11]([OH:13])=[O:12])[CH2:8][S:7]1)=[O:5].[C:14](Cl)(=[O:16])[CH3:15].C(N(CC)CC)C, predict the reaction product. The product is: [CH3:1][CH2:2][O:3][C:4]([CH:6]1[N:10]([C:14](=[O:16])[CH3:15])[CH:9]([C:11]([OH:13])=[O:12])[CH2:8][S:7]1)=[O:5].